The task is: Binary Classification. Given a drug SMILES string, predict its activity (active/inactive) in a high-throughput screening assay against a specified biological target.. This data is from HIV replication inhibition screening data with 41,000+ compounds from the AIDS Antiviral Screen. (1) The result is 0 (inactive). The molecule is C=C(C)C#CC(O)(C(=O)OC1C2CCN(CC2)C1C)C1CCCCC1. (2) The drug is CC1(O)CC2(O)C=CC3=C(C(=O)c4cccc(O)c4C3=O)C2(O)C(=O)C1O. The result is 0 (inactive). (3) The drug is COc1cccc(C=C2Cc3ccccc3C2=O)c1. The result is 0 (inactive). (4) The result is 0 (inactive). The drug is CCC(=O)O[Bi](c1ccccc1)c1ccccc1.